From a dataset of Full USPTO retrosynthesis dataset with 1.9M reactions from patents (1976-2016). Predict the reactants needed to synthesize the given product. (1) The reactants are: [CH3:1][N:2]1[C:10]2[C:5](=[CH:6][C:7]([O:11][C:12]3[N:17]=[CH:16][C:15]([NH:18][C:19](=[O:30])[C:20]4[CH:25]=[CH:24][C:23]([C:26]([F:29])([F:28])[F:27])=[CH:22][CH:21]=4)=[CH:14][CH:13]=3)=[CH:8][CH:9]=2)[CH:4]=[C:3]1[C:31]([N:33]1[CH2:38][CH2:37][NH:36][CH2:35][CH2:34]1)=[O:32].Br[CH2:40][CH:41]([CH3:43])[CH3:42].C(N(C(C)C)CC)(C)C.[I-].[Na+]. Given the product [CH2:40]([N:36]1[CH2:35][CH2:34][N:33]([C:31]([C:3]2[N:2]([CH3:1])[C:10]3[C:5]([CH:4]=2)=[CH:6][C:7]([O:11][C:12]2[N:17]=[CH:16][C:15]([NH:18][C:19](=[O:30])[C:20]4[CH:25]=[CH:24][C:23]([C:26]([F:27])([F:29])[F:28])=[CH:22][CH:21]=4)=[CH:14][CH:13]=2)=[CH:8][CH:9]=3)=[O:32])[CH2:38][CH2:37]1)[CH:41]([CH3:43])[CH3:42], predict the reactants needed to synthesize it. (2) Given the product [F:9][C:7]1([F:10])[O:6][C:5]2[CH:11]=[CH:12][C:2]([CH:21]=[O:22])=[CH:3][C:4]=2[O:8]1, predict the reactants needed to synthesize it. The reactants are: Br[C:2]1[CH:12]=[CH:11][C:5]2[O:6][C:7]([F:10])([F:9])[O:8][C:4]=2[CH:3]=1.[Li]CCCC.CN([CH:21]=[O:22])C. (3) Given the product [Br:1][C:2]1[C:3]([C:12]#[N:13])=[C:4]([C:9]([OH:11])=[O:10])[NH:5][C:6]=1[CH3:7], predict the reactants needed to synthesize it. The reactants are: [Br:1][C:2]1[C:3]([C:12]#[N:13])=[C:4]([C:9]([OH:11])=[O:10])[NH:5][C:6]=1[CH2:7]C.COC(C1NC(C)=CC=1C#N)=O. (4) Given the product [CH2:3]([O:5][C:6](=[O:26])[CH:7]([CH:13]1[CH2:14][CH2:15][N:16]([C:19]([O:21][C:22]([CH3:23])([CH3:25])[CH3:24])=[O:20])[CH2:17][CH2:18]1)[C:8]([O:10][CH2:11][CH3:12])=[O:9])[CH3:4], predict the reactants needed to synthesize it. The reactants are: [BH4-].[Na+].[CH2:3]([O:5][C:6](=[O:26])[C:7](=[C:13]1[CH2:18][CH2:17][N:16]([C:19]([O:21][C:22]([CH3:25])([CH3:24])[CH3:23])=[O:20])[CH2:15][CH2:14]1)[C:8]([O:10][CH2:11][CH3:12])=[O:9])[CH3:4]. (5) The reactants are: [C:1](N1C=CN=C1)(N1C=CN=C1)=[O:2].[N+:13]([C:16]1[C:17]([NH2:23])=[C:18]([NH2:22])[CH:19]=[CH:20][CH:21]=1)([O-:15])=[O:14]. Given the product [N+:13]([C:16]1[C:17]2[NH:23][C:1](=[O:2])[NH:22][C:18]=2[CH:19]=[CH:20][CH:21]=1)([O-:15])=[O:14], predict the reactants needed to synthesize it. (6) Given the product [Br:1][C:2]1[CH:3]=[CH:4][C:5](/[CH:6]=[CH:7]/[C:8]([O:10][CH3:17])=[O:9])=[CH:11][CH:12]=1, predict the reactants needed to synthesize it. The reactants are: [Br:1][C:2]1[CH:12]=[CH:11][C:5]([CH:6]=[CH:7][C:8]([OH:10])=[O:9])=[CH:4][CH:3]=1.S(Cl)(Cl)=O.[CH3:17]O. (7) Given the product [CH3:16][O:17][C:18]1[CH:26]=[CH:25][C:21]([C:22]([N:11]=[C:9]2[N:8]([CH:28]([CH2:33][CH3:34])[C:29]([OH:31])=[O:30])[C:7]3[CH:12]=[CH:13][C:4]([O:3][C:2]([F:1])([F:14])[F:15])=[CH:5][C:6]=3[S:10]2)=[O:23])=[CH:20][CH:19]=1, predict the reactants needed to synthesize it. The reactants are: [F:1][C:2]([F:15])([F:14])[O:3][C:4]1[CH:13]=[CH:12][C:7]2[N:8]=[C:9]([NH2:11])[S:10][C:6]=2[CH:5]=1.[CH3:16][O:17][C:18]1[CH:26]=[CH:25][C:21]([C:22](Cl)=[O:23])=[CH:20][CH:19]=1.Br[CH:28]([CH2:33][CH3:34])[C:29]([O:31]C)=[O:30].COC1C=CC2N=C(N)SC=2C=1.ClC1C=C(C=CC=1)C(Cl)=O.BrCC(OCC)=O. (8) The reactants are: [CH2:1](OCC)C.[OH-].[K+].CN(N=O)/C(/N)=N/[N+]([O-])=O.[O:18]=[C:19]([CH3:27])[CH2:20][CH2:21][CH2:22][CH2:23][C:24]([OH:26])=[O:25]. Given the product [CH3:1][O:25][C:24](=[O:26])[CH2:23][CH2:22][CH2:21][CH2:20][C:19](=[O:18])[CH3:27], predict the reactants needed to synthesize it. (9) Given the product [C:1]([N:5]([CH2:25][C:26](=[O:27])[N:31]([CH3:32])[CH3:30])[C:6]([C:8]1[CH:13]=[CH:12][C:11]([N:14]2[CH2:17][C:16]([F:19])([F:18])[CH2:15]2)=[C:10]([O:20][CH2:21][CH:22]2[CH2:24][CH2:23]2)[N:9]=1)=[O:7])([CH3:4])([CH3:2])[CH3:3], predict the reactants needed to synthesize it. The reactants are: [C:1]([N:5]([CH2:25][C:26](O)=[O:27])[C:6]([C:8]1[CH:13]=[CH:12][C:11]([N:14]2[CH2:17][C:16]([F:19])([F:18])[CH2:15]2)=[C:10]([O:20][CH2:21][CH:22]2[CH2:24][CH2:23]2)[N:9]=1)=[O:7])([CH3:4])([CH3:3])[CH3:2].Cl.[CH3:30][NH:31][CH3:32].CN(C(ON1N=NC2C=CC=CC1=2)=[N+](C)C)C.[B-](F)(F)(F)F.CCN(C(C)C)C(C)C.